Dataset: Forward reaction prediction with 1.9M reactions from USPTO patents (1976-2016). Task: Predict the product of the given reaction. Given the reactants [H-].[H-].[H-].[H-].[Li+].[Al+3].[F:7][C:8]1[CH:16]=[N:15][CH:14]=[CH:13][C:9]=1[C:10](O)=[O:11], predict the reaction product. The product is: [F:7][C:8]1[CH:16]=[N:15][CH:14]=[CH:13][C:9]=1[CH2:10][OH:11].